From a dataset of Full USPTO retrosynthesis dataset with 1.9M reactions from patents (1976-2016). Predict the reactants needed to synthesize the given product. Given the product [F:1][C:2]1[CH:10]=[CH:9][C:5]([C:6]([NH:18][C:15]2[CH:16]=[CH:17][C:12]([CH3:11])=[C:13]([O:19][CH:20]3[CH2:25][CH2:24][N:23]([CH3:26])[CH2:22][CH2:21]3)[CH:14]=2)=[O:7])=[CH:4][CH:3]=1, predict the reactants needed to synthesize it. The reactants are: [F:1][C:2]1[CH:10]=[CH:9][C:5]([C:6](Cl)=[O:7])=[CH:4][CH:3]=1.[CH3:11][C:12]1[CH:17]=[CH:16][C:15]([NH2:18])=[CH:14][C:13]=1[O:19][CH:20]1[CH2:25][CH2:24][N:23]([CH3:26])[CH2:22][CH2:21]1.